This data is from Reaction yield outcomes from USPTO patents with 853,638 reactions. The task is: Predict the reaction yield, written as a fraction of the theoretical maximum amount of product (1.0 means a 100% yield; for example, 0.34 means a 34% yield). (1) The reactants are [C:1]([C:4]1[C:9]([NH:10][C:11]([C:13]2[S:14][CH:15]=[C:16](Br)[N:17]=2)=[O:12])=[C:8]([CH3:19])[C:7]([O:20][CH3:21])=[CH:6][CH:5]=1)(=[O:3])[CH3:2].[C:22]([Si:24]([CH3:27])([CH3:26])[CH3:25])#[CH:23].C1(P(C2C=CC=CC=2)C2C=CC=CC=2)C=CC=CC=1.C(OC(C)C)(C)C. The catalyst is C(NC(C)C)(C)C.[Cu](I)I.Cl[Pd](Cl)([P](C1C=CC=CC=1)(C1C=CC=CC=1)C1C=CC=CC=1)[P](C1C=CC=CC=1)(C1C=CC=CC=1)C1C=CC=CC=1. The product is [C:1]([C:4]1[C:9]([NH:10][C:11]([C:13]2[S:14][CH:15]=[C:16]([C:23]#[C:22][Si:24]([CH3:27])([CH3:26])[CH3:25])[N:17]=2)=[O:12])=[C:8]([CH3:19])[C:7]([O:20][CH3:21])=[CH:6][CH:5]=1)(=[O:3])[CH3:2]. The yield is 0.840. (2) The reactants are [C:1]([O:5][C:6]([N:8]1[CH2:12][CH2:11][CH:10]([N:13]2[CH:17]=[C:16]([C:18]([OH:20])=O)[C:15]([C:21]3[CH:26]=[CH:25][C:24]([O:27][C:28]4[CH:33]=[CH:32][CH:31]=[CH:30][CH:29]=4)=[CH:23][CH:22]=3)=[N:14]2)[CH2:9]1)=[O:7])([CH3:4])([CH3:3])[CH3:2].C[N:35](C(ON1N=NC2C=CC=NC1=2)=[N+](C)C)C.F[P-](F)(F)(F)(F)F. The catalyst is CN(C=O)C. The product is [C:1]([O:5][C:6]([N:8]1[CH2:12][CH2:11][CH:10]([N:13]2[CH:17]=[C:16]([C:18](=[O:20])[NH2:35])[C:15]([C:21]3[CH:26]=[CH:25][C:24]([O:27][C:28]4[CH:33]=[CH:32][CH:31]=[CH:30][CH:29]=4)=[CH:23][CH:22]=3)=[N:14]2)[CH2:9]1)=[O:7])([CH3:4])([CH3:3])[CH3:2]. The yield is 0.330. (3) The reactants are O1CCCC1.[OH-].[Na+].[NH2:8][C:9]1[C:14]([C:15]2[O:19][N:18]=[C:17]([CH2:20][C:21]3[CH:26]=[CH:25][C:24]([OH:27])=[CH:23][CH:22]=3)[CH:16]=2)=[CH:13][CH:12]=[CH:11][N:10]=1.[Cl:28][C:29]1[CH:34]=[CH:33][CH:32]=[C:31]([CH2:35]Cl)[N:30]=1. The catalyst is CN(C)C=O. The product is [Cl:28][C:29]1[N:30]=[C:31]([CH2:35][O:27][C:24]2[CH:25]=[CH:26][C:21]([CH2:20][C:17]3[CH:16]=[C:15]([C:14]4[C:9]([NH2:8])=[N:10][CH:11]=[CH:12][CH:13]=4)[O:19][N:18]=3)=[CH:22][CH:23]=2)[CH:32]=[CH:33][CH:34]=1. The yield is 0.900. (4) The reactants are [Br:1][C:2]1[C:8]([F:9])=[CH:7][C:5]([NH2:6])=[C:4]([N+:10]([O-])=O)[CH:3]=1.[Cl-].[NH4+]. The catalyst is C1COCC1.CCO.O.[Fe]. The product is [Br:1][C:2]1[CH:3]=[C:4]([NH2:10])[C:5]([NH2:6])=[CH:7][C:8]=1[F:9]. The yield is 0.810. (5) The reactants are O1CCCCC1[O:7][NH:8][C:9]([C:11]1([S:20]([C:23]2[CH:28]=[CH:27][C:26]([C:29]3[CH:34]=[CH:33][C:32]([CH2:35][CH2:36][C:37]([F:43])([F:42])[C:38]([F:41])([F:40])[F:39])=[CH:31][CH:30]=3)=[CH:25][CH:24]=2)(=[O:22])=[O:21])[CH2:16][CH2:15][N:14]([CH:17]2[CH2:19][CH2:18]2)[CH2:13][CH2:12]1)=[O:10].C(O)C.[ClH:47]. The catalyst is C(OCC)(=O)C.O1CCOCC1. The product is [ClH:47].[CH:17]1([N:14]2[CH2:13][CH2:12][C:11]([S:20]([C:23]3[CH:24]=[CH:25][C:26]([C:29]4[CH:34]=[CH:33][C:32]([CH2:35][CH2:36][C:37]([F:43])([F:42])[C:38]([F:39])([F:40])[F:41])=[CH:31][CH:30]=4)=[CH:27][CH:28]=3)(=[O:22])=[O:21])([C:9]([NH:8][OH:7])=[O:10])[CH2:16][CH2:15]2)[CH2:18][CH2:19]1. The yield is 0.720.